The task is: Predict the product of the given reaction.. This data is from Forward reaction prediction with 1.9M reactions from USPTO patents (1976-2016). (1) Given the reactants C(N(CC)CC)C.[CH2:8]([N:10]=[C:11]=[O:12])[CH3:9].[Cl:13][C:14]1[CH:19]=[CH:18][C:17]([O:20][C:21]2[CH:25]=[C:24]([CH3:26])[NH:23][N:22]=2)=[C:16]([C:27]([F:30])([F:29])[F:28])[CH:15]=1.Cl, predict the reaction product. The product is: [CH2:8]([NH:10][C:11]([N:23]1[C:24]([CH3:26])=[CH:25][C:21]([O:20][C:17]2[CH:18]=[CH:19][C:14]([Cl:13])=[CH:15][C:16]=2[C:27]([F:30])([F:28])[F:29])=[N:22]1)=[O:12])[CH3:9]. (2) Given the reactants [C:1]1([C@H:7]2[C@@H:11]([C:12]3[CH:17]=[CH:16][CH:15]=[CH:14][CH:13]=3)[NH:10][C:9](=[S:18])[NH:8]2)[CH:6]=[CH:5][CH:4]=[CH:3][CH:2]=1.[F:19][C:20]1[CH:27]=[CH:26][CH:25]=[CH:24][C:21]=1[CH2:22][Cl:23], predict the reaction product. The product is: [ClH:23].[F:19][C:20]1[CH:27]=[CH:26][CH:25]=[CH:24][C:21]=1[CH2:22][S:18][C:9]1[NH:8][C@H:7]([C:1]2[CH:2]=[CH:3][CH:4]=[CH:5][CH:6]=2)[C@H:11]([C:12]2[CH:13]=[CH:14][CH:15]=[CH:16][CH:17]=2)[N:10]=1. (3) The product is: [Cl:19][C:17]1[CH:16]=[CH:15][C:14]([C:20]([NH:22][C@@H:23]([CH:28]2[CH2:33][CH2:32][CH2:31][CH2:30][CH2:29]2)[C:24]([O:26][CH3:27])=[O:25])=[O:21])=[C:13]([NH:12][C:10]([NH:9][C:3]2[C:2]([CH3:1])=[CH:7][CH:6]=[CH:5][C:4]=2[CH3:8])=[O:11])[CH:18]=1. Given the reactants [CH3:1][C:2]1[CH:7]=[CH:6][CH:5]=[C:4]([CH3:8])[C:3]=1[N:9]=[C:10]=[O:11].[NH2:12][C:13]1[CH:18]=[C:17]([Cl:19])[CH:16]=[CH:15][C:14]=1[C:20]([NH:22][C@@H:23]([CH:28]1[CH2:33][CH2:32][CH2:31][CH2:30][CH2:29]1)[C:24]([O:26][CH3:27])=[O:25])=[O:21].CCCCCC.C(OCC)(=O)C, predict the reaction product. (4) Given the reactants [CH2:1]([S:4][CH2:5][CH2:6][C:7]([OH:9])=[O:8])[CH:2]=[CH2:3].C(#N)C.[OH:13]OS([O-])=O.[K+].[OH2:19], predict the reaction product. The product is: [CH2:1]([S:4]([CH2:5][CH2:6][C:7]([OH:9])=[O:8])(=[O:13])=[O:19])[CH:2]=[CH2:3]. (5) The product is: [NH:43]1[C:44]2[C:40](=[CH:39][C:38]([C:36]3[O:37][C:32]([C@H:31]([NH:47][C:48]4[CH:53]=[CH:52][C:51]([C:54]#[N:55])=[C:50]([Cl:56])[C:49]=4[CH3:57])[C@@H:30]([O:29][Si:22]([C:25]([CH3:27])([CH3:26])[CH3:28])([CH3:23])[CH3:24])[CH3:58])=[N:34][N:35]=3)=[CH:46][CH:45]=2)[CH:41]=[CH:42]1. Given the reactants C1(P(C2C=CC=CC=2)C2C=CC=CC=2)C=CC=CC=1.II.[Si:22]([O:29][C@@H:30]([CH3:58])[C@@H:31]([NH:47][C:48]1[CH:53]=[CH:52][C:51]([C:54]#[N:55])=[C:50]([Cl:56])[C:49]=1[CH3:57])[C:32]([NH:34][NH:35][C:36]([C:38]1[CH:39]=[C:40]2[C:44](=[CH:45][CH:46]=1)[NH:43][CH:42]=[CH:41]2)=[O:37])=O)([C:25]([CH3:28])([CH3:27])[CH3:26])([CH3:24])[CH3:23], predict the reaction product. (6) Given the reactants C[O:2][C:3](=[O:37])[C@@H:4]([NH:17][C:18]([C:20]1[S:24][C:23]([NH:25][C:26](=[O:35])[CH2:27][C:28]2[CH:33]=[CH:32][CH:31]=[C:30]([OH:34])[CH:29]=2)=[N:22][C:21]=1[CH3:36])=[O:19])[CH2:5][NH:6][C:7](=[O:16])[C:8]1[CH:13]=[C:12]([F:14])[CH:11]=[C:10]([F:15])[CH:9]=1.O.[OH-].[Li+].Cl, predict the reaction product. The product is: [F:15][C:10]1[CH:9]=[C:8]([CH:13]=[C:12]([F:14])[CH:11]=1)[C:7]([NH:6][CH2:5][C@H:4]([NH:17][C:18]([C:20]1[S:24][C:23]([NH:25][C:26](=[O:35])[CH2:27][C:28]2[CH:33]=[CH:32][CH:31]=[C:30]([OH:34])[CH:29]=2)=[N:22][C:21]=1[CH3:36])=[O:19])[C:3]([OH:37])=[O:2])=[O:16]. (7) Given the reactants [Cl:1][C:2]1[CH:7]=[C:6]([C:8]([F:11])([F:10])[F:9])[CH:5]=[C:4]([Cl:12])[C:3]=1[S:13](Cl)(=[O:15])=[O:14].[CH3:17][N:18]([CH2:20][CH2:21][O:22][C:23]1[CH:24]=[C:25]([CH:27]=[CH:28][C:29]=1[Cl:30])[NH2:26])[CH3:19], predict the reaction product. The product is: [Cl:1][C:2]1[CH:7]=[C:6]([C:8]([F:11])([F:10])[F:9])[CH:5]=[C:4]([Cl:12])[C:3]=1[S:13]([NH:26][C:25]1[CH:27]=[CH:28][C:29]([Cl:30])=[C:23]([O:22][CH2:21][CH2:20][N:18]([CH3:19])[CH3:17])[CH:24]=1)(=[O:15])=[O:14].